From a dataset of HIV replication inhibition screening data with 41,000+ compounds from the AIDS Antiviral Screen. Binary Classification. Given a drug SMILES string, predict its activity (active/inactive) in a high-throughput screening assay against a specified biological target. (1) The drug is O=C(O)C(=Cc1c(O)ccc2ccccc12)c1csc(-c2nc(C(=Cc3c(O)ccc4ccccc34)C(=O)O)cs2)n1. The result is 0 (inactive). (2) The compound is CN1CN(c2ccccc2)C2(CCN(CCCSc3ccccc3NC(=O)C=Cc3ccccc3)CC2)C1=O.Cl. The result is 0 (inactive). (3) The drug is CC(=O)Nc1ccc(S2=Nc3ccccc3S2)cc1. The result is 1 (active). (4) The molecule is O=C(O)c1ccc(SSc2ccc(C(=O)O)cn2)nc1. The result is 0 (inactive). (5) The molecule is COc1ccc2c(=O)oc3c(OC)cc(CCN(C)C)c4c(=O)oc1c2c34.Cl. The result is 0 (inactive). (6) The drug is Ic1ccc(C=C2C=Cc3ccccc32)cc1. The result is 0 (inactive).